From a dataset of NCI-60 drug combinations with 297,098 pairs across 59 cell lines. Regression. Given two drug SMILES strings and cell line genomic features, predict the synergy score measuring deviation from expected non-interaction effect. (1) Drug 1: CC1CCC2CC(C(=CC=CC=CC(CC(C(=O)C(C(C(=CC(C(=O)CC(OC(=O)C3CCCCN3C(=O)C(=O)C1(O2)O)C(C)CC4CCC(C(C4)OC)O)C)C)O)OC)C)C)C)OC. Drug 2: CC1=C(C(=CC=C1)Cl)NC(=O)C2=CN=C(S2)NC3=CC(=NC(=N3)C)N4CCN(CC4)CCO. Cell line: SK-MEL-5. Synergy scores: CSS=-4.06, Synergy_ZIP=-0.804, Synergy_Bliss=-5.19, Synergy_Loewe=-6.97, Synergy_HSA=-7.01. (2) Drug 2: CC1=C(N=C(N=C1N)C(CC(=O)N)NCC(C(=O)N)N)C(=O)NC(C(C2=CN=CN2)OC3C(C(C(C(O3)CO)O)O)OC4C(C(C(C(O4)CO)O)OC(=O)N)O)C(=O)NC(C)C(C(C)C(=O)NC(C(C)O)C(=O)NCCC5=NC(=CS5)C6=NC(=CS6)C(=O)NCCC[S+](C)C)O. Cell line: NCI/ADR-RES. Synergy scores: CSS=7.20, Synergy_ZIP=-1.56, Synergy_Bliss=1.53, Synergy_Loewe=-9.42, Synergy_HSA=-1.70. Drug 1: CN(C)N=NC1=C(NC=N1)C(=O)N. (3) Drug 1: CC1=C2C(C(=O)C3(C(CC4C(C3C(C(C2(C)C)(CC1OC(=O)C(C(C5=CC=CC=C5)NC(=O)OC(C)(C)C)O)O)OC(=O)C6=CC=CC=C6)(CO4)OC(=O)C)OC)C)OC. Drug 2: CC=C1C(=O)NC(C(=O)OC2CC(=O)NC(C(=O)NC(CSSCCC=C2)C(=O)N1)C(C)C)C(C)C. Cell line: HS 578T. Synergy scores: CSS=57.8, Synergy_ZIP=-2.74, Synergy_Bliss=-6.20, Synergy_Loewe=-6.50, Synergy_HSA=-3.21.